Dataset: Reaction yield outcomes from USPTO patents with 853,638 reactions. Task: Predict the reaction yield, written as a fraction of the theoretical maximum amount of product (1.0 means a 100% yield; for example, 0.34 means a 34% yield). (1) The reactants are Br[CH2:2][C:3]1[CH:10]=[CH:9][C:6]([CH:7]=[O:8])=[CH:5][C:4]=1[Cl:11].C([O-])([O-])=O.[K+].[K+].[NH2:18][C:19]1[CH:24]=[CH:23][CH:22]=[CH:21][N:20]=1. The catalyst is CN(C)C(=O)C.O. The product is [Cl:11][C:4]1[CH:5]=[C:6]([CH:9]=[CH:10][C:3]=1[CH2:2][NH:18][C:19]1[CH:24]=[CH:23][CH:22]=[CH:21][N:20]=1)[CH:7]=[O:8]. The yield is 0.500. (2) The reactants are Br[C:2]1[CH:7]=[C:6]([N+:8]([O-:10])=[O:9])[CH:5]=[C:4]([C:11]([C:14]2[CH:19]=[C:18]([O:20][C:21]([F:24])([F:23])[F:22])[CH:17]=[C:16]([O:25][CH3:26])[CH:15]=2)([CH3:13])[CH3:12])[CH:3]=1.[Na+].[I-:28].CN[C@@H]1CCCC[C@H]1NC.C([O-])(O)=O.[Na+]. The catalyst is O1CCOCC1.[Cu]I. The product is [I:28][C:2]1[CH:7]=[C:6]([N+:8]([O-:10])=[O:9])[CH:5]=[C:4]([C:11]([C:14]2[CH:19]=[C:18]([O:20][C:21]([F:24])([F:23])[F:22])[CH:17]=[C:16]([O:25][CH3:26])[CH:15]=2)([CH3:13])[CH3:12])[CH:3]=1. The yield is 0.880. (3) The reactants are [CH3:1][NH:2][C:3]1[C:8]([C:9](OCC)=[O:10])=[CH:7][N:6]=[C:5]([S:14][CH3:15])[N:4]=1.[H-].[H-].[H-].[H-].[Li+].[Al+3]. The catalyst is C1COCC1. The product is [CH3:1][NH:2][C:3]1[C:8]([CH2:9][OH:10])=[CH:7][N:6]=[C:5]([S:14][CH3:15])[N:4]=1. The yield is 0.900. (4) The reactants are [C:1]([O:4][CH:5]1[C:9]2=[N:10][CH:11]=[C:12]([NH2:28])[C:13]([N:14]3[CH2:19][CH2:18][CH2:17][C@H:16]([NH:20][C:21]([O:23][C:24]([CH3:27])([CH3:26])[CH3:25])=[O:22])[CH2:15]3)=[C:8]2[CH2:7][CH2:6]1)(=[O:3])[CH3:2].[CH2:29]([O:36][C:37]([NH:39][C:40]1[C:41]([C:52](O)=[O:53])=[N:42][C:43]2[C:48]([CH:49]=1)=[CH:47][CH:46]=[C:45]([CH2:50][CH3:51])[CH:44]=2)=[O:38])[C:30]1[CH:35]=[CH:34][CH:33]=[CH:32][CH:31]=1.CN(C(ON1N=NC2C=CC=NC1=2)=[N+](C)C)C.F[P-](F)(F)(F)(F)F.CCN(C(C)C)C(C)C. The catalyst is CN(C=O)C. The product is [C:1]([O:4][CH:5]1[C:9]2=[N:10][CH:11]=[C:12]([NH:28][C:52]([C:41]3[C:40]([NH:39][C:37]([O:36][CH2:29][C:30]4[CH:35]=[CH:34][CH:33]=[CH:32][CH:31]=4)=[O:38])=[CH:49][C:48]4[C:43](=[CH:44][C:45]([CH2:50][CH3:51])=[CH:46][CH:47]=4)[N:42]=3)=[O:53])[C:13]([N:14]3[CH2:19][CH2:18][CH2:17][C@H:16]([NH:20][C:21]([O:23][C:24]([CH3:27])([CH3:26])[CH3:25])=[O:22])[CH2:15]3)=[C:8]2[CH2:7][CH2:6]1)(=[O:3])[CH3:2]. The yield is 0.400.